Dataset: NCI-60 drug combinations with 297,098 pairs across 59 cell lines. Task: Regression. Given two drug SMILES strings and cell line genomic features, predict the synergy score measuring deviation from expected non-interaction effect. (1) Cell line: ACHN. Drug 1: C1=CC(=CC=C1C#N)C(C2=CC=C(C=C2)C#N)N3C=NC=N3. Drug 2: CC1=CC=C(C=C1)C2=CC(=NN2C3=CC=C(C=C3)S(=O)(=O)N)C(F)(F)F. Synergy scores: CSS=-6.00, Synergy_ZIP=2.34, Synergy_Bliss=0.811, Synergy_Loewe=-4.09, Synergy_HSA=-3.69. (2) Drug 1: CCN(CC)CCNC(=O)C1=C(NC(=C1C)C=C2C3=C(C=CC(=C3)F)NC2=O)C. Drug 2: C(CC(=O)O)C(=O)CN.Cl. Cell line: M14. Synergy scores: CSS=10.7, Synergy_ZIP=-5.86, Synergy_Bliss=-6.16, Synergy_Loewe=-4.72, Synergy_HSA=-4.14. (3) Drug 1: C1CCC(C1)C(CC#N)N2C=C(C=N2)C3=C4C=CNC4=NC=N3. Drug 2: CC1OCC2C(O1)C(C(C(O2)OC3C4COC(=O)C4C(C5=CC6=C(C=C35)OCO6)C7=CC(=C(C(=C7)OC)O)OC)O)O. Cell line: RXF 393. Synergy scores: CSS=21.6, Synergy_ZIP=-3.01, Synergy_Bliss=0.948, Synergy_Loewe=-3.29, Synergy_HSA=2.12. (4) Drug 1: CC1C(C(CC(O1)OC2CC(CC3=C2C(=C4C(=C3O)C(=O)C5=C(C4=O)C(=CC=C5)OC)O)(C(=O)CO)O)N)O.Cl. Drug 2: N.N.Cl[Pt+2]Cl. Cell line: RXF 393. Synergy scores: CSS=34.2, Synergy_ZIP=-3.72, Synergy_Bliss=-3.34, Synergy_Loewe=-4.78, Synergy_HSA=-1.64. (5) Drug 1: CCC1=CC2CC(C3=C(CN(C2)C1)C4=CC=CC=C4N3)(C5=C(C=C6C(=C5)C78CCN9C7C(C=CC9)(C(C(C8N6C)(C(=O)OC)O)OC(=O)C)CC)OC)C(=O)OC.C(C(C(=O)O)O)(C(=O)O)O. Drug 2: C1=NC2=C(N=C(N=C2N1C3C(C(C(O3)CO)O)F)Cl)N. Cell line: OVCAR-8. Synergy scores: CSS=50.3, Synergy_ZIP=-5.48, Synergy_Bliss=-9.58, Synergy_Loewe=-7.43, Synergy_HSA=-5.46. (6) Drug 1: C1=CC=C(C(=C1)C(C2=CC=C(C=C2)Cl)C(Cl)Cl)Cl. Drug 2: CCC1(C2=C(COC1=O)C(=O)N3CC4=CC5=C(C=CC(=C5CN(C)C)O)N=C4C3=C2)O.Cl. Cell line: OVCAR3. Synergy scores: CSS=37.8, Synergy_ZIP=-1.66, Synergy_Bliss=-2.03, Synergy_Loewe=-34.6, Synergy_HSA=-1.22. (7) Drug 1: C1CCC(CC1)NC(=O)N(CCCl)N=O. Drug 2: CC1CCC2CC(C(=CC=CC=CC(CC(C(=O)C(C(C(=CC(C(=O)CC(OC(=O)C3CCCCN3C(=O)C(=O)C1(O2)O)C(C)CC4CCC(C(C4)OC)O)C)C)O)OC)C)C)C)OC. Cell line: MDA-MB-435. Synergy scores: CSS=1.25, Synergy_ZIP=-4.11, Synergy_Bliss=-6.10, Synergy_Loewe=-9.97, Synergy_HSA=-8.46.